The task is: Predict the reactants needed to synthesize the given product.. This data is from Retrosynthesis with 50K atom-mapped reactions and 10 reaction types from USPTO. (1) Given the product CCCc1nc(CO)c(Br)o1, predict the reactants needed to synthesize it. The reactants are: CCCc1nc(C(=O)OC)c(Br)o1. (2) Given the product CCOC(=O)C(C)(C)Oc1ccc(OCC(=O)Nc2cccc(-c3ccc(C(F)(F)F)cc3)c2)cc1C, predict the reactants needed to synthesize it. The reactants are: CCOC(=O)C(C)(C)Oc1ccc(OCC(=O)O)cc1C.Nc1cccc(-c2ccc(C(F)(F)F)cc2)c1.